This data is from Reaction yield outcomes from USPTO patents with 853,638 reactions. The task is: Predict the reaction yield, written as a fraction of the theoretical maximum amount of product (1.0 means a 100% yield; for example, 0.34 means a 34% yield). (1) The reactants are [N:1]12[CH2:8][CH2:7][C:4]([C:9]([C:17]3[CH:22]=[CH:21][CH:20]=[CH:19][CH:18]=3)([C:11]3[CH:16]=[CH:15][CH:14]=[CH:13][CH:12]=3)[OH:10])([CH2:5][CH2:6]1)[CH2:3][CH2:2]2.[Br:23][CH2:24][CH3:25]. The catalyst is CC#N. The product is [Br-:23].[CH2:24]([N+:1]12[CH2:6][CH2:5][C:4]([C:9]([OH:10])([C:17]3[CH:22]=[CH:21][CH:20]=[CH:19][CH:18]=3)[C:11]3[CH:12]=[CH:13][CH:14]=[CH:15][CH:16]=3)([CH2:3][CH2:2]1)[CH2:7][CH2:8]2)[CH3:25]. The yield is 0.549. (2) The reactants are Cl[C:2]1[CH:3]=[N+:4]([O-:8])[CH:5]=[CH:6][CH:7]=1. The catalyst is N1CCCCC1. The product is [N:4]1([C:2]2[CH:3]=[N+:4]([O-:8])[CH:5]=[CH:6][CH:7]=2)[CH2:5][CH2:6][CH2:7][CH2:2][CH2:3]1. The yield is 0.670. (3) The reactants are C[Al](C)C.[NH2:5][CH2:6][CH:7]1[CH2:9][CH2:8]1.C([O:12][C:13]([C:15]1[N:16]=[N:17][C:18]([O:21][CH2:22][C:23]2[C:24]([C:29]3[CH:34]=[CH:33][N:32]=[CH:31][CH:30]=3)=[N:25][O:26][C:27]=2[CH3:28])=[CH:19][CH:20]=1)=O)C.C(C(C(C([O-])=O)O)O)([O-])=O.[K+].[Na+]. The catalyst is O1CCOCC1. The product is [CH:7]1([CH2:6][NH:5][C:13]([C:15]2[N:16]=[N:17][C:18]([O:21][CH2:22][C:23]3[C:24]([C:29]4[CH:34]=[CH:33][N:32]=[CH:31][CH:30]=4)=[N:25][O:26][C:27]=3[CH3:28])=[CH:19][CH:20]=2)=[O:12])[CH2:9][CH2:8]1. The yield is 0.730. (4) The reactants are [F:1][CH:2]([F:19])[C:3](=O)[CH2:4][C:5]([C:7]1[CH:12]=[CH:11][C:10]([C:13]([F:16])([F:15])[F:14])=[C:9]([CH3:17])[CH:8]=1)=O.[NH2:20][C:21]1[C:25]([C:26]2[CH:31]=[CH:30][N:29]=[CH:28][CH:27]=2)=[CH:24][NH:23][N:22]=1. No catalyst specified. The product is [F:1][CH:2]([F:19])[C:3]1[N:22]2[N:23]=[CH:24][C:25]([C:26]3[CH:31]=[CH:30][N:29]=[CH:28][CH:27]=3)=[C:21]2[N:20]=[C:5]([C:7]2[CH:12]=[CH:11][C:10]([C:13]([F:16])([F:15])[F:14])=[C:9]([CH3:17])[CH:8]=2)[CH:4]=1. The yield is 0.690. (5) The reactants are [CH3:1][O:2][C:3](=[O:33])[C:4]1[CH:9]=[CH:8][C:7]([CH2:10][N:11]2[CH:15]=[C:14]([C:16]3[CH:21]=[CH:20][C:19]([Cl:22])=[CH:18][C:17]=3[Cl:23])[N:13]=[C:12]2/[CH:24]=[CH:25]/[C:26]2[CH:31]=[CH:30][C:29]([NH2:32])=[CH:28][CH:27]=2)=[CH:6][CH:5]=1.[F:34][C:35]([F:47])([F:46])[C:36]1[CH:41]=[CH:40][C:39]([S:42](Cl)(=[O:44])=[O:43])=[CH:38][CH:37]=1. No catalyst specified. The product is [CH3:1][O:2][C:3](=[O:33])[C:4]1[CH:9]=[CH:8][C:7]([CH2:10][N:11]2[CH:15]=[C:14]([C:16]3[CH:21]=[CH:20][C:19]([Cl:22])=[CH:18][C:17]=3[Cl:23])[N:13]=[C:12]2/[CH:24]=[CH:25]/[C:26]2[CH:27]=[CH:28][C:29]([NH:32][S:42]([C:39]3[CH:38]=[CH:37][C:36]([C:35]([F:34])([F:46])[F:47])=[CH:41][CH:40]=3)(=[O:44])=[O:43])=[CH:30][CH:31]=2)=[CH:6][CH:5]=1. The yield is 0.920.